Predict the product of the given reaction. From a dataset of Forward reaction prediction with 1.9M reactions from USPTO patents (1976-2016). (1) The product is: [S:61]1[C:65]2[CH:66]=[CH:67][CH:68]=[CH:69][C:64]=2[CH:63]=[C:62]1[C@:70]([NH:86][C@H:87]([C:92]([NH:23][C@@H:22]([C:24]([NH2:26])=[O:25])[CH2:21][S:20][C:1]([C:8]1[CH:13]=[CH:12][CH:11]=[CH:10][CH:9]=1)([C:14]1[CH:15]=[CH:16][CH:17]=[CH:18][CH:19]=1)[C:2]1[CH:3]=[CH:4][CH:5]=[CH:6][CH:7]=1)=[O:93])[CH2:88][CH:89]([CH3:90])[CH3:91])([C:82]([F:84])([F:85])[F:83])[C:71]#[C:72][CH2:73][OH:74]. Given the reactants [C:1]([S:20][CH2:21][C@@H:22]([C:24]([NH2:26])=[O:25])[NH2:23])([C:14]1[CH:19]=[CH:18][CH:17]=[CH:16][CH:15]=1)([C:8]1[CH:13]=[CH:12][CH:11]=[CH:10][CH:9]=1)[C:2]1[CH:7]=[CH:6][CH:5]=[CH:4][CH:3]=1.CN(C(ON1N=NC2C=CC=NC1=2)=[N+](C)C)C.F[P-](F)(F)(F)(F)F.C1C=CC2N(O)N=NC=2C=1.[S:61]1[C:65]2[CH:66]=[CH:67][CH:68]=[CH:69][C:64]=2[CH:63]=[C:62]1[C@:70]([NH:86][C@H:87]([C:92](O)=[O:93])[CH2:88][CH:89]([CH3:91])[CH3:90])([C:82]([F:85])([F:84])[F:83])[C:71]#[C:72][CH2:73][O:74][Si](C(C)(C)C)(C)C.CCN(CC)CC.C([O-])(O)=O.[Na+], predict the reaction product. (2) Given the reactants [CH:1]1([C:4]2[C:5]([O:13][CH2:14][CH:15]3[CH2:17][CH2:16]3)=[CH:6][C:7]([C:10]([OH:12])=O)=[N:8][CH:9]=2)[CH2:3][CH2:2]1.O[N:19]=[C:20]([NH2:28])[CH2:21][C:22]1[CH:27]=[CH:26][CH:25]=[CH:24][CH:23]=1, predict the reaction product. The product is: [CH2:21]([C:20]1[N:28]=[C:10]([C:7]2[CH:6]=[C:5]([O:13][CH2:14][CH:15]3[CH2:17][CH2:16]3)[C:4]([CH:1]3[CH2:2][CH2:3]3)=[CH:9][N:8]=2)[O:12][N:19]=1)[C:22]1[CH:27]=[CH:26][CH:25]=[CH:24][CH:23]=1. (3) Given the reactants [CH2:1]([N:3]1[C:7]2=[N:8][C:9]([CH2:32][CH3:33])=[C:10]([CH2:19][NH:20][C:21]([C:23]3[CH:24]=[C:25]([CH:29]=[CH:30][CH:31]=3)[C:26](O)=[O:27])=[O:22])[C:11]([NH:12][CH:13]3[CH2:18][CH2:17][O:16][CH2:15][CH2:14]3)=[C:6]2[CH:5]=[N:4]1)[CH3:2].Cl.[Br:35][C:36]1[C:37]([F:44])=[C:38]([CH2:42][NH2:43])[CH:39]=[CH:40][CH:41]=1.CN(C(ON1N=NC2C=CC=CC1=2)=[N+](C)C)C.F[P-](F)(F)(F)(F)F.C(N(C(C)C)CC)(C)C, predict the reaction product. The product is: [Br:35][C:36]1[C:37]([F:44])=[C:38]([CH2:42][NH:43][C:26]([C:25]2[CH:29]=[CH:30][CH:31]=[C:23]([C:21]([NH:20][CH2:19][C:10]3[C:11]([NH:12][CH:13]4[CH2:14][CH2:15][O:16][CH2:17][CH2:18]4)=[C:6]4[CH:5]=[N:4][N:3]([CH2:1][CH3:2])[C:7]4=[N:8][C:9]=3[CH2:32][CH3:33])=[O:22])[CH:24]=2)=[O:27])[CH:39]=[CH:40][CH:41]=1. (4) The product is: [CH2:11]([CH:10]1[CH2:9][CH:8]([CH2:13][CH2:14][OH:15])[CH2:7][CH:6]1[C:4]([O:3][CH2:1][CH3:2])=[O:5])[CH3:12]. Given the reactants [CH2:1]([O:3][C:4]([C@@H:6]1[C@H:10]([CH2:11][CH3:12])[CH2:9][C@@H:8]([CH2:13][C:14](O)=[O:15])[CH2:7]1)=[O:5])[CH3:2], predict the reaction product. (5) Given the reactants [NH2:1][CH:2]([CH2:24][C:25]1[CH:30]=[CH:29][C:28]([O:31][C:32]([CH3:35])([CH3:34])[CH3:33])=[CH:27][CH:26]=1)[C:3]([N:5]([CH2:14][C:15]1[C:20]2[N:21]=[CH:22][S:23][C:19]=2[CH:18]=[CH:17][CH:16]=1)[CH2:6][CH:7]([O:11][CH2:12][CH3:13])[O:8][CH2:9][CH3:10])=[O:4].[CH2:36]([NH:43][C:44](=[O:54])[NH:45][C@H:46]([CH2:51][CH:52]=[CH2:53])[CH2:47][C:48](O)=[O:49])[C:37]1[CH:42]=[CH:41][CH:40]=[CH:39][CH:38]=1.CCN=C=NCCCN(C)C.Cl.C1C=CC2N(O)N=NC=2C=1.CCN(C(C)C)C(C)C, predict the reaction product. The product is: [S:23]1[C:19]2[CH:18]=[CH:17][CH:16]=[C:15]([CH2:14][N:5]([CH2:6][CH:7]([O:11][CH2:12][CH3:13])[O:8][CH2:9][CH3:10])[C:3]([CH:2]([NH:1][C:48](=[O:49])[CH2:47][CH:46]([NH:45][C:44]([NH:43][CH2:36][C:37]3[CH:42]=[CH:41][CH:40]=[CH:39][CH:38]=3)=[O:54])[CH2:51][CH:52]=[CH2:53])[CH2:24][C:25]3[CH:26]=[CH:27][C:28]([O:31][C:32]([CH3:33])([CH3:35])[CH3:34])=[CH:29][CH:30]=3)=[O:4])[C:20]=2[N:21]=[CH:22]1. (6) Given the reactants [H-].[H-].[H-].[H-].[Li+].[Al+3].[CH2:7]([S:9]([NH:12][CH:13]1[CH2:22][CH2:21][C:16]2([O:20][CH2:19][CH2:18][O:17]2)[CH2:15][CH:14]1[C:23](OCC)=[O:24])(=[O:11])=[O:10])[CH3:8], predict the reaction product. The product is: [OH:24][CH2:23][CH:14]1[CH:13]([NH:12][S:9]([CH2:7][CH3:8])(=[O:11])=[O:10])[CH2:22][CH2:21][C:16]2([O:20][CH2:19][CH2:18][O:17]2)[CH2:15]1. (7) Given the reactants C1O[C:8]2[C:3](=[CH:4][CH:5]=[C-:6][CH:7]=2)O1.[Mg+2].[Br-].C1([Mg]Br)C=CC=CC=1.C(N1C2C(=CC=CC=2)C(=O)C1=O)CCCC.[Cl:36][C:37]1[CH:54]=[CH:53][C:40]([CH2:41][N:42]2[C:50]3[C:45](=[CH:46][CH:47]=[CH:48][CH:49]=3)[C:44](=[O:51])[C:43]2=[O:52])=[CH:39][CH:38]=1, predict the reaction product. The product is: [Cl:36][C:37]1[CH:38]=[CH:39][C:40]([CH2:41][N:42]2[C:50]3[C:45](=[CH:46][CH:47]=[CH:48][CH:49]=3)[C:44]([OH:51])([C:3]3[CH:8]=[CH:7][CH:6]=[CH:5][CH:4]=3)[C:43]2=[O:52])=[CH:53][CH:54]=1. (8) Given the reactants [CH3:1][O:2][C:3]1[CH:8]=[CH:7][CH:6]=[CH:5][C:4]=1[CH2:9][CH2:10][O:11][CH2:12][CH2:13][O:14][C:15]1[CH:20]=[CH:19][C:18]([CH:21]2[CH2:26][CH2:25][N:24]([C:27]([O:29][C:30]([CH3:33])([CH3:32])[CH3:31])=[O:28])[CH2:23][CH:22]2[O:34][CH2:35][CH2:36][O:37]S(C2C=CC(C)=CC=2)(=O)=O)=[CH:17][CH:16]=1.O[C:49]1[CH:54]=[CH:53][CH:52]=[CH:51][C:50]=1[CH2:55][CH2:56][NH:57][C:58](=[O:60])[CH3:59], predict the reaction product. The product is: [C:58]([NH:57][CH2:56][CH2:55][C:50]1[CH:51]=[CH:52][CH:53]=[CH:54][C:49]=1[O:37][CH2:36][CH2:35][O:34][CH:22]1[CH:21]([C:18]2[CH:19]=[CH:20][C:15]([O:14][CH2:13][CH2:12][O:11][CH2:10][CH2:9][C:4]3[CH:5]=[CH:6][CH:7]=[CH:8][C:3]=3[O:2][CH3:1])=[CH:16][CH:17]=2)[CH2:26][CH2:25][N:24]([C:27]([O:29][C:30]([CH3:31])([CH3:32])[CH3:33])=[O:28])[CH2:23]1)(=[O:60])[CH3:59].